Dataset: Forward reaction prediction with 1.9M reactions from USPTO patents (1976-2016). Task: Predict the product of the given reaction. (1) Given the reactants [H-].[H-].[H-].[H-].[Li+].[Al+3].[CH2:7]([S:11][C:12]1[N:20]=[CH:19][CH:18]=[CH:17][C:13]=1[C:14](O)=[O:15])[CH2:8][CH2:9][CH3:10].O, predict the reaction product. The product is: [CH2:7]([S:11][C:12]1[C:13]([CH2:14][OH:15])=[CH:17][CH:18]=[CH:19][N:20]=1)[CH2:8][CH2:9][CH3:10]. (2) The product is: [CH2:1]([N:5]([CH3:6])[C:14]([NH:13][CH:7]1[CH2:8][CH2:9][CH2:10][CH2:11][CH2:12]1)=[N:15][CH:16]1[CH2:21][CH2:20][CH2:19][CH2:18][CH2:17]1)[CH2:2][CH2:3][CH3:4]. Given the reactants [CH2:1]([NH:5][CH3:6])[CH2:2][CH2:3][CH3:4].[CH:7]1([N:13]=[C:14]=[N:15][CH:16]2[CH2:21][CH2:20][CH2:19][CH2:18][CH2:17]2)[CH2:12][CH2:11][CH2:10][CH2:9][CH2:8]1.NC(N)=N, predict the reaction product. (3) Given the reactants [C:1]([O:5][C:6](=[O:21])[CH2:7][C@@H:8]([CH2:17][N:18]=[N+:19]=[N-:20])[CH2:9][C@H:10]([CH3:16])[CH2:11][CH2:12][CH2:13][CH2:14][CH3:15])([CH3:4])([CH3:3])[CH3:2].C(OC(=O)C[C@@H](COS(C1C=CC(C)=CC=1)(=O)=O)C[C@@H](C)CCCCC)(C)(C)C, predict the reaction product. The product is: [C:1]([O:5][C:6](=[O:21])[CH2:7][C@@H:8]([CH2:17][N:18]=[N+:19]=[N-:20])[CH2:9][C@@H:10]([CH3:16])[CH2:11][CH2:12][CH2:13][CH2:14][CH3:15])([CH3:3])([CH3:4])[CH3:2]. (4) Given the reactants [C:1]([O:5][C:6]([N:8]1[C:16]2[C:11](=[CH:12][C:13]([OH:17])=[CH:14][CH:15]=2)[CH2:10][CH2:9]1)=[O:7])([CH3:4])([CH3:3])[CH3:2].C(=O)([O-])[O-].[Cs+].[Cs+].[C:24]([CH:28]1[CH2:33][CH2:32][CH:31](OS(C)(=O)=O)[CH2:30][CH2:29]1)([CH3:27])([CH3:26])[CH3:25].ClCCl, predict the reaction product. The product is: [C:1]([O:5][C:6]([N:8]1[C:16]2[C:11](=[CH:12][C:13]([O:17][C@H:31]3[CH2:32][CH2:33][C@H:28]([C:24]([CH3:27])([CH3:26])[CH3:25])[CH2:29][CH2:30]3)=[CH:14][CH:15]=2)[CH2:10][CH2:9]1)=[O:7])([CH3:4])([CH3:2])[CH3:3]. (5) Given the reactants Br[CH2:2][CH:3]([CH2:6][CH3:7])[CH2:4][CH3:5].[NH2:8][CH2:9][CH2:10][CH2:11][CH2:12][OH:13], predict the reaction product. The product is: [CH2:4]([CH:3]([CH2:6][CH3:7])[CH2:2][NH:8][CH2:9][CH2:10][CH2:11][CH2:12][OH:13])[CH3:5]. (6) Given the reactants [F:1][C:2]1[CH:7]=[CH:6][C:5]([O:8][CH3:9])=[CH:4][C:3]=1[CH2:10][CH2:11][NH2:12].[CH3:13][O:14][CH:15]([O:18][CH3:19])[CH:16]=O.[BH4-].[Na+].C(N(CC)CC)C.[F:29][C:30]([F:41])([F:40])[C:31](O[C:31](=[O:32])[C:30]([F:41])([F:40])[F:29])=[O:32], predict the reaction product. The product is: [CH3:19][O:18][CH:15]([O:14][CH3:13])[CH2:16][N:12]([CH2:11][CH2:10][C:3]1[CH:4]=[C:5]([O:8][CH3:9])[CH:6]=[CH:7][C:2]=1[F:1])[C:31](=[O:32])[C:30]([F:41])([F:40])[F:29]. (7) Given the reactants C[O:2][C:3](=[O:33])[CH2:4][CH2:5][CH2:6][O:7][C:8]1[CH:13]=[CH:12][C:11]([C:14]2[O:18][N:17]=[C:16]([C:19](=[O:32])[NH:20][C:21]3[CH:26]=[CH:25][C:24]([O:27][CH:28]([CH3:30])[CH3:29])=[C:23]([Cl:31])[CH:22]=3)[CH:15]=2)=[CH:10][CH:9]=1.[OH-].[Na+], predict the reaction product. The product is: [Cl:31][C:23]1[CH:22]=[C:21]([NH:20][C:19]([C:16]2[CH:15]=[C:14]([C:11]3[CH:10]=[CH:9][C:8]([O:7][CH2:6][CH2:5][CH2:4][C:3]([OH:33])=[O:2])=[CH:13][CH:12]=3)[O:18][N:17]=2)=[O:32])[CH:26]=[CH:25][C:24]=1[O:27][CH:28]([CH3:29])[CH3:30].